The task is: Predict the reaction yield, written as a fraction of the theoretical maximum amount of product (1.0 means a 100% yield; for example, 0.34 means a 34% yield).. This data is from Reaction yield outcomes from USPTO patents with 853,638 reactions. (1) The reactants are [Cl:1][C:2]1[N:3]([C@@H:15]2[O:21][C@H:20]([CH2:22][OH:23])[C@@H:18]([OH:19])[C@H:16]2[OH:17])[C:4]2[C:9]([C:10]=1[CH:11]=O)=[CH:8][C:7]([Cl:13])=[C:6]([Cl:14])[CH:5]=2.Cl.[O:25]([NH2:27])C.C(=O)(O)[O-].[Na+].CO.O. The catalyst is CO.O.S([O-])([O-])(=O)=S.[Na+].[Na+]. The product is [Cl:1][CH:2]1[C:10](=[C:11]=[N:27][OH:25])[C:9]2[C:4](=[CH:5][C:6]([Cl:14])=[C:7]([Cl:13])[CH:8]=2)[N:3]1[C@@H:15]1[O:21][C@H:20]([CH2:22][OH:23])[C@@H:18]([OH:19])[C@H:16]1[OH:17]. The yield is 0.700. (2) The reactants are [Cl:1][C:2]1[CH:7]=[CH:6][N:5]=[C:4]2[NH:8][CH:9]=[CH:10][C:3]=12.[H-].[Na+].[CH3:13][Si:14]([CH2:17][CH2:18][O:19][CH2:20]Cl)([CH3:16])[CH3:15]. The catalyst is O1CCCC1. The product is [Cl:1][C:2]1[CH:7]=[CH:6][N:5]=[C:4]2[N:8]([CH2:20][O:19][CH2:18][CH2:17][Si:14]([CH3:16])([CH3:15])[CH3:13])[CH:9]=[CH:10][C:3]=12. The yield is 0.740. (3) The reactants are [Br:1][C:2]1[N:7]=[C:6]([C:8](=[O:11])[NH:9][CH3:10])[C:5]([NH:12][C:13]2[C:18]([C:19]([F:22])([F:21])[F:20])=[CH:17][N:16]=[C:15]([NH:23][C:24]3[CH:36]=[CH:35][C:27]([CH2:28][CH2:29][CH2:30][CH2:31][PH:32](=[O:34])[OH:33])=[CH:26][C:25]=3[O:37][CH3:38])[N:14]=2)=[CH:4][CH:3]=1.[CH2:39]([Sn:43]([CH2:57][CH2:58][CH2:59][CH3:60])([CH2:53][CH2:54][CH2:55][CH3:56])[C:44]1[N:45]=[N:46][N:47]([CH2:49][CH2:50][CH2:51]O)[CH:48]=1)[CH2:40][CH2:41][CH3:42].CCN(C(C)C)C(C)C.F[P-](F)(F)(F)(F)F.N1(O[P+](N2CCCC2)(N2CCCC2)N2CCCC2)C2C=CC=CC=2N=N1. The catalyst is ClCCCl. The product is [Br:1][C:2]1[N:7]=[C:6]([C:8](=[O:11])[NH:9][CH3:10])[C:5]([NH:12][C:13]2[C:18]([C:19]([F:22])([F:20])[F:21])=[CH:17][N:16]=[C:15]([NH:23][C:24]3[CH:36]=[CH:35][C:27]([CH2:28][CH2:29][CH2:30][CH2:31][PH:32](=[O:33])[O:34][CH2:51][CH2:50][CH2:49][N:47]4[CH:48]=[C:44]([Sn:43]([CH2:53][CH2:54][CH2:55][CH3:56])([CH2:39][CH2:40][CH2:41][CH3:42])[CH2:57][CH2:58][CH2:59][CH3:60])[N:45]=[N:46]4)=[CH:26][C:25]=3[O:37][CH3:38])[N:14]=2)=[CH:4][CH:3]=1. The yield is 0.578. (4) The reactants are [NH2:1][C:2]1[CH:7]=[CH:6][CH:5]=[CH:4][C:3]=1[C:8]1[NH:9][C:10]2[C:15]([CH:16]=1)=[CH:14][CH:13]=[CH:12][CH:11]=2.[C:17]1([CH2:23][C:24](O)=[O:25])[CH:22]=[CH:21][CH:20]=[CH:19][CH:18]=1. No catalyst specified. The product is [NH:9]1[C:10]2[C:15](=[CH:14][CH:13]=[CH:12][CH:11]=2)[CH:16]=[C:8]1[C:3]1[CH:4]=[CH:5][CH:6]=[CH:7][C:2]=1[NH:1][C:24](=[O:25])[CH2:23][C:17]1[CH:22]=[CH:21][CH:20]=[CH:19][CH:18]=1. The yield is 0.620. (5) The reactants are [Cl:1][C:2]1[CH:17]=[C:16]([CH:18]=O)[CH:15]=[CH:14][C:3]=1[O:4][C:5]1[CH:6]=[CH:7][C:8]([C:11]([NH2:13])=[O:12])=[N:9][CH:10]=1.[S:20]1[CH:24]=[CH:23][CH:22]=[C:21]1[CH2:25][CH2:26][NH2:27]. No catalyst specified. The product is [Cl:1][C:2]1[CH:17]=[C:16]([CH2:18][NH:27][CH2:26][CH2:25][C:21]2[S:20][CH:24]=[CH:23][CH:22]=2)[CH:15]=[CH:14][C:3]=1[O:4][C:5]1[CH:6]=[CH:7][C:8]([C:11]([NH2:13])=[O:12])=[N:9][CH:10]=1. The yield is 0.728.